This data is from Reaction yield outcomes from USPTO patents with 853,638 reactions. The task is: Predict the reaction yield, written as a fraction of the theoretical maximum amount of product (1.0 means a 100% yield; for example, 0.34 means a 34% yield). (1) The reactants are [F:1][C:2]1[CH:34]=[CH:33][CH:32]=[C:31]([NH:35][C:36](=[O:57])[C@@H:37]([NH:52][C:53]([O:55][CH3:56])=[O:54])[C@@H:38]([C:45]2[CH:50]=[CH:49][C:48]([F:51])=[CH:47][CH:46]=2)[CH:39]2[CH2:44][CH2:43][O:42][CH2:41][CH2:40]2)[C:3]=1[CH2:4][CH2:5][C@@H:6]1[N:14]([S:15]([C:18]2[CH:23]=[CH:22][CH:21]=[CH:20][CH:19]=2)(=[O:17])=[O:16])[CH2:13][C:10]2([CH2:12][CH2:11]2)[CH2:9][N:8](C(OC(C)(C)C)=O)[CH2:7]1.FC(F)(F)C(O)=O. The catalyst is ClCCl. The product is [F:1][C:2]1[C:3]([CH2:4][CH2:5][C@H:6]2[CH2:7][NH:8][CH2:9][C:10]3([CH2:11][CH2:12]3)[CH2:13][N:14]2[S:15]([C:18]2[CH:19]=[CH:20][CH:21]=[CH:22][CH:23]=2)(=[O:17])=[O:16])=[C:31]([NH:35][C:36](=[O:57])[C@@H:37]([NH:52][C:53](=[O:54])[O:55][CH3:56])[C@@H:38]([C:45]2[CH:46]=[CH:47][C:48]([F:51])=[CH:49][CH:50]=2)[CH:39]2[CH2:44][CH2:43][O:42][CH2:41][CH2:40]2)[CH:32]=[CH:33][CH:34]=1. The yield is 0.930. (2) The reactants are Cl.Cl[CH2:3][CH2:4][N:5]1[CH2:9][CH2:8][CH2:7][CH2:6]1.[Cl:10][C:11]1[CH:30]=[CH:29][C:14]([NH:15][C:16]2[C:25]3[C:20](=[CH:21][C:22]([OH:28])=[C:23]([O:26][CH3:27])[CH:24]=3)[N:19]=[CH:18][N:17]=2)=[C:13]([F:31])[CH:12]=1.C(=O)([O-])[O-].[K+].[K+]. The catalyst is CN(C=O)C. The product is [Cl:10][C:11]1[CH:30]=[CH:29][C:14]([NH:15][C:16]2[C:25]3[C:20](=[CH:21][C:22]([O:28][CH2:3][CH2:4][N:5]4[CH2:9][CH2:8][CH2:7][CH2:6]4)=[C:23]([O:26][CH3:27])[CH:24]=3)[N:19]=[CH:18][N:17]=2)=[C:13]([F:31])[CH:12]=1. The yield is 0.100. (3) The reactants are [NH2:1][C:2]1[C:11]2[C:6](=[C:7](Br)[CH:8]=[CH:9][CH:10]=2)[N:5]=[N:4][C:3]=1[C:13]([NH:15][CH2:16][CH2:17][CH3:18])=[O:14].[F:19][C:20]1[CH:25]=[CH:24][C:23]([O:26][CH3:27])=[CH:22][C:21]=1B(O)O. No catalyst specified. The product is [NH2:1][C:2]1[C:11]2[C:6](=[C:7]([C:21]3[CH:22]=[C:23]([O:26][CH3:27])[CH:24]=[CH:25][C:20]=3[F:19])[CH:8]=[CH:9][CH:10]=2)[N:5]=[N:4][C:3]=1[C:13]([NH:15][CH2:16][CH2:17][CH3:18])=[O:14]. The yield is 0.830. (4) The reactants are Br[C:2]1[CH:3]=[C:4]([CH:20]=[CH:21][CH:22]=1)[O:5][CH2:6][CH:7]([OH:19])[CH2:8][N:9]1[CH2:18][CH2:17][C:16]2[C:11](=[CH:12][CH:13]=[CH:14][CH:15]=2)[CH2:10]1.[CH3:23][N:24]1[C:28]2[CH:29]=[C:30](B3OC(C)(C)C(C)(C)O3)[CH:31]=[CH:32][C:27]=2[N:26]=[CH:25]1.C([O-])([O-])=O.[Cs+].[Cs+]. The catalyst is C1C=CC(P(C2C=CC=CC=2)[C-]2C=CC=C2)=CC=1.C1C=CC(P(C2C=CC=CC=2)[C-]2C=CC=C2)=CC=1.Cl[Pd]Cl.[Fe+2].O1CCOCC1.O. The product is [CH2:10]1[C:11]2[C:16](=[CH:15][CH:14]=[CH:13][CH:12]=2)[CH2:17][CH2:18][N:9]1[CH2:8][CH:7]([OH:19])[CH2:6][O:5][C:4]1[CH:20]=[CH:21][CH:22]=[C:2]([C:30]2[CH:31]=[CH:32][C:27]3[N:26]=[CH:25][N:24]([CH3:23])[C:28]=3[CH:29]=2)[CH:3]=1. The yield is 0.260.